From a dataset of Full USPTO retrosynthesis dataset with 1.9M reactions from patents (1976-2016). Predict the reactants needed to synthesize the given product. (1) The reactants are: [NH2:1][C:2]1[CH:11]=[C:10]2[C:5]([CH:6]=[CH:7][C:8]([C:12]([NH:14][C:15]3[CH:16]=[C:17]([CH:22]=[CH:23][CH:24]=3)[C:18]([O:20][CH3:21])=[O:19])=[O:13])=[CH:9]2)=[CH:4][CH:3]=1.[OH-:25].[Na+].ClC(Cl)(O[C:31](=[O:37])[O:32][C:33](Cl)(Cl)Cl)Cl.Cl.[CH2:40]1[CH2:44][O:43][CH2:42][CH2:41]1. Given the product [CH3:21][O:20][C:18]([C:17]1[CH:16]=[C:15]([NH:14][C:12]([C:8]2[CH:9]=[C:10]3[C:5]([CH:4]=[CH:3][C:2]([NH:1][C:12]([NH:14][C:15]4[CH:16]=[C:42]5[C:22]([CH:17]=[CH:18][C:40]([C:44]([NH:1][C:2]6[CH:11]=[C:10]([CH:5]=[CH:4][CH:3]=6)[C:31]([O:32][CH3:33])=[O:37])=[O:43])=[CH:41]5)=[CH:23][CH:24]=4)=[O:25])=[CH:11]3)=[CH:6][CH:7]=2)=[O:13])[CH:24]=[CH:23][CH:22]=1)=[O:19], predict the reactants needed to synthesize it. (2) Given the product [ClH:17].[NH2:19][S:14]([C:8]1[CH:7]=[C:6]2[C:11]([CH2:12][CH2:13][NH:4][CH2:5]2)=[CH:10][CH:9]=1)(=[O:16])=[O:15], predict the reactants needed to synthesize it. The reactants are: C([N:4]1[CH2:13][CH2:12][C:11]2[C:6](=[CH:7][C:8]([S:14]([Cl:17])(=[O:16])=[O:15])=[CH:9][CH:10]=2)[CH2:5]1)(=O)C.[OH-].[NH4+:19]. (3) Given the product [S:13]([O:4][CH2:3][CH:2]([CH3:1])[CH2:5][O:6][S:13]([C:10]1[CH:11]=[CH:12][C:7]([CH3:17])=[CH:8][CH:9]=1)(=[O:14])=[O:18])([C:10]1[CH:11]=[CH:12][C:7]([CH3:17])=[CH:8][CH:9]=1)(=[O:15])=[O:14], predict the reactants needed to synthesize it. The reactants are: [CH3:1][CH:2]([CH2:5][OH:6])[CH2:3][OH:4].[C:7]1([CH3:17])[CH:12]=[CH:11][C:10]([S:13](Cl)(=[O:15])=[O:14])=[CH:9][CH:8]=1.[OH2:18].